From a dataset of Forward reaction prediction with 1.9M reactions from USPTO patents (1976-2016). Predict the product of the given reaction. Given the reactants CS[C:3]([C:5]1[CH:6]=[N:7][CH:8]=[CH:9][CH:10]=1)=[S:4].[NH2:11][CH2:12][C:13]([NH:15][CH:16]1[CH2:18][CH2:17]1)=[O:14].C(N(CC)CC)C, predict the reaction product. The product is: [CH:16]1([NH:15][C:13](=[O:14])[CH2:12][NH:11][C:3]([C:5]2[CH:6]=[N:7][CH:8]=[CH:9][CH:10]=2)=[S:4])[CH2:18][CH2:17]1.